From a dataset of Reaction yield outcomes from USPTO patents with 853,638 reactions. Predict the reaction yield, written as a fraction of the theoretical maximum amount of product (1.0 means a 100% yield; for example, 0.34 means a 34% yield). (1) The reactants are [N+:1]([C:4]1[CH:9]=[CH:8][C:7]([NH:10][CH:11]2[CH2:16][CH2:15][CH:14]([O:17][CH2:18][C:19](O)=[O:20])[CH2:13][CH2:12]2)=[CH:6][C:5]=1[C:22]([F:25])([F:24])[F:23])([O-:3])=[O:2].CCN=C=NCCCN(C)C.Cl.C1C=CC2N(O)N=NC=2C=1.C(N(CC)CC)C.[F:55][C:56]1[CH:57]=[C:58]2[C:63](=[CH:64][CH:65]=1)[CH2:62][NH:61][CH2:60][CH2:59]2. The catalyst is ClCCl.O. The product is [F:55][C:56]1[CH:57]=[C:58]2[C:63](=[CH:64][CH:65]=1)[CH2:62][N:61]([C:19](=[O:20])[CH2:18][O:17][CH:14]1[CH2:13][CH2:12][CH:11]([NH:10][C:7]3[CH:8]=[CH:9][C:4]([N+:1]([O-:3])=[O:2])=[C:5]([C:22]([F:23])([F:25])[F:24])[CH:6]=3)[CH2:16][CH2:15]1)[CH2:60][CH2:59]2. The yield is 0.480. (2) The reactants are [CH3:1][O:2][C:3](=[O:14])[CH2:4][C:5]1[CH:9]=[C:8]([CH2:10]OC)[S:7][C:6]=1[CH3:13].B(Cl)(Cl)[Cl:16]. The catalyst is ClCCl. The product is [CH3:1][O:2][C:3](=[O:14])[CH2:4][C:5]1[CH:9]=[C:8]([CH2:10][Cl:16])[S:7][C:6]=1[CH3:13]. The yield is 0.990.